Dataset: Forward reaction prediction with 1.9M reactions from USPTO patents (1976-2016). Task: Predict the product of the given reaction. (1) Given the reactants [CH3:1][O:2][C:3]1[S:4][CH:5]=[CH:6][CH:7]=1.[ClH:8].[N:9]12[CH2:16][CH2:15][CH:12]([CH2:13][CH2:14]1)[C@@H:11]([NH:17][C:18](C1SC(C#N)=CC=1)=[O:19])[CH2:10]2, predict the reaction product. The product is: [ClH:8].[N:9]12[CH2:16][CH2:15][CH:12]([CH2:13][CH2:14]1)[C@@H:11]([NH:17][C:18]([C:5]1[S:4][C:3]([O:2][CH3:1])=[CH:7][CH:6]=1)=[O:19])[CH2:10]2. (2) Given the reactants Br[C:2]1[CH:3]=[CH:4][C:5](=[O:11])[N:6]([CH2:8][C:9]#[N:10])[CH:7]=1.C([O-])(=O)C.[K+].[B:17]1([B:17]2[O:21][C:20]([CH3:23])([CH3:22])[C:19]([CH3:25])([CH3:24])[O:18]2)[O:21][C:20]([CH3:23])([CH3:22])[C:19]([CH3:25])([CH3:24])[O:18]1, predict the reaction product. The product is: [O:11]=[C:5]1[CH:4]=[CH:3][C:2]([B:17]2[O:21][C:20]([CH3:23])([CH3:22])[C:19]([CH3:25])([CH3:24])[O:18]2)=[CH:7][N:6]1[CH2:8][C:9]#[N:10].